Dataset: Reaction yield outcomes from USPTO patents with 853,638 reactions. Task: Predict the reaction yield, written as a fraction of the theoretical maximum amount of product (1.0 means a 100% yield; for example, 0.34 means a 34% yield). (1) The reactants are C([O:3][C:4](=[O:32])[CH2:5][C:6]1[N:7]=[C:8]([NH:12][C:13](=[O:31])[CH:14]([C:21]2[CH:26]=[CH:25][C:24]([S:27]([CH3:30])(=[O:29])=[O:28])=[CH:23][CH:22]=2)[CH2:15][CH:16]2[CH2:20][CH2:19][CH2:18][CH2:17]2)[S:9][C:10]=1[CH3:11])C.[OH-].[Na+].Cl. The catalyst is O1CCOCC1. The product is [CH:16]1([CH2:15][CH:14]([C:21]2[CH:26]=[CH:25][C:24]([S:27]([CH3:30])(=[O:29])=[O:28])=[CH:23][CH:22]=2)[C:13]([NH:12][C:8]2[S:9][C:10]([CH3:11])=[C:6]([CH2:5][C:4]([OH:32])=[O:3])[N:7]=2)=[O:31])[CH2:20][CH2:19][CH2:18][CH2:17]1. The yield is 0.930. (2) The reactants are [ClH:1].C(OCC)(=O)C.[CH2:8]([O:10][C:11](=[O:36])[CH2:12][NH:13][C:14](=[O:35])[CH2:15][NH:16][C:17](=[O:34])[C@H:18]([CH2:27][CH:28]1[CH2:33][CH2:32][CH2:31][CH2:30][CH2:29]1)[NH:19]C(OC(C)(C)C)=O)[CH3:9]. The catalyst is C(OCC)(=O)C.C(OCC)C. The product is [ClH:1].[CH2:8]([O:10][C:11](=[O:36])[CH2:12][NH:13][C:14](=[O:35])[CH2:15][NH:16][C:17](=[O:34])[C@H:18]([CH2:27][CH:28]1[CH2:29][CH2:30][CH2:31][CH2:32][CH2:33]1)[NH2:19])[CH3:9]. The yield is 0.860. (3) The reactants are [N+:1]([C:4]1[CH:5]=[C:6]([CH2:10][S:11](Cl)(=[O:13])=[O:12])[CH:7]=[CH:8][CH:9]=1)([O-:3])=[O:2].[CH3:15][NH:16][CH3:17]. The catalyst is C1C=CC=CC=1. The product is [N+:1]([C:4]1[CH:5]=[C:6]([CH2:10][S:11]([N:16]([CH3:17])[CH3:15])(=[O:13])=[O:12])[CH:7]=[CH:8][CH:9]=1)([O-:3])=[O:2]. The yield is 0.950. (4) The reactants are [F:1][C:2]1[CH:3]=[C:4]([C:9]2[CH:14]=[CH:13][C:12]([C:15]3[C:24]4[C:19](=[CH:20][C:21]([S:25](OC5C(F)=C(F)C(F)=C(F)C=5F)(=[O:27])=[O:26])=[CH:22][CH:23]=4)[CH:18]=[CH:17][N:16]=3)=[C:11]([O:40][CH3:41])[CH:10]=2)[CH:5]=[C:6]([F:8])[CH:7]=1.[CH3:42][O:43][C:44]1[S:48][C:47]([NH2:49])=[N:46][N:45]=1.C(=O)([O-])[O-].[Cs+].[Cs+]. The product is [F:1][C:2]1[CH:3]=[C:4]([C:9]2[CH:14]=[CH:13][C:12]([C:15]3[C:24]4[C:19](=[CH:20][C:21]([S:25]([NH:49][C:47]5[S:48][C:44]([O:43][CH3:42])=[N:45][N:46]=5)(=[O:26])=[O:27])=[CH:22][CH:23]=4)[CH:18]=[CH:17][N:16]=3)=[C:11]([O:40][CH3:41])[CH:10]=2)[CH:5]=[C:6]([F:8])[CH:7]=1. The yield is 0.880. No catalyst specified. (5) The reactants are [Li+].[BH4-].C[Si](Cl)(C)C.[NH2:8][CH:9]([CH2:13][C:14]([F:17])([F:16])[F:15])[C:10](O)=[O:11]. The catalyst is C1COCC1. The product is [NH2:8][CH:9]([CH2:13][C:14]([F:17])([F:16])[F:15])[CH2:10][OH:11]. The yield is 0.530. (6) The reactants are Br[C:2]1[C:3]2[C:8]([C:9]([C:16]3[CH:21]=[CH:20][CH:19]=[CH:18][CH:17]=3)=[C:10]3[C:15]=1[CH:14]=[CH:13][CH:12]=[CH:11]3)=[CH:7][CH:6]=[CH:5][CH:4]=2.[Li]CCCC.[I:27]I.S([O-])([O-])(=O)=S.[Na+].[Na+]. The catalyst is O1CCCC1. The product is [I:27][C:2]1[C:3]2[C:8]([C:9]([C:16]3[CH:21]=[CH:20][CH:19]=[CH:18][CH:17]=3)=[C:10]3[C:15]=1[CH:14]=[CH:13][CH:12]=[CH:11]3)=[CH:7][CH:6]=[CH:5][CH:4]=2. The yield is 0.830. (7) The reactants are [C:1]1([S:7]([C:10]2[CH:28]=[CH:27][C:13]3[N:14]([CH:20]4[CH2:25][CH2:24][N:23](C)[CH2:22][CH2:21]4)[CH2:15][C:16]([CH3:19])([CH3:18])[O:17][C:12]=3[CH:11]=2)(=[O:9])=[O:8])[CH:6]=[CH:5][CH:4]=[CH:3][CH:2]=1.ClC(OC(Cl)C)=O.C(OC(OC(OC(C)(C)C)=O)=O)(C)(C)C. The catalyst is ClC(Cl)C. The product is [C:1]1([S:7]([C:10]2[CH:28]=[CH:27][C:13]3[N:14]([CH:20]4[CH2:25][CH2:24][NH:23][CH2:22][CH2:21]4)[CH2:15][C:16]([CH3:18])([CH3:19])[O:17][C:12]=3[CH:11]=2)(=[O:9])=[O:8])[CH:6]=[CH:5][CH:4]=[CH:3][CH:2]=1. The yield is 0.750.